From a dataset of Full USPTO retrosynthesis dataset with 1.9M reactions from patents (1976-2016). Predict the reactants needed to synthesize the given product. Given the product [OH:22][C@H:23]([C:27]1[CH:32]=[CH:31][CH:30]=[CH:29][CH:28]=1)[C:24]([NH:1][C:2]1[CH:3]=[C:4]2[C:20](=[O:21])[NH:19][N:18]=[CH:17][C:6]3=[C:7]([C:11]4[CH:12]=[CH:13][CH:14]=[CH:15][CH:16]=4)[NH:8][C:9]([CH:10]=1)=[C:5]23)=[O:25], predict the reactants needed to synthesize it. The reactants are: [NH2:1][C:2]1[CH:3]=[C:4]2[C:20](=[O:21])[NH:19][N:18]=[CH:17][C:6]3=[C:7]([C:11]4[CH:16]=[CH:15][CH:14]=[CH:13][CH:12]=4)[NH:8][C:9]([CH:10]=1)=[C:5]23.[OH:22][C@H:23]([C:27]1[CH:32]=[CH:31][CH:30]=[CH:29][CH:28]=1)[C:24](O)=[O:25].C(N(CC)CC)C.F[P-](F)(F)(F)(F)F.N1(OC(N(C)C)=[N+](C)C)C2N=CC=CC=2N=N1.